Task: Predict which catalyst facilitates the given reaction.. Dataset: Catalyst prediction with 721,799 reactions and 888 catalyst types from USPTO (1) The catalyst class is: 3. Product: [CH3:28][N:23]1[CH:24]=[C:20]([C:18]2[CH:17]=[CH:16][C:14]3[N:15]=[C:11]([C@H:9]4[CH2:8][C@H:7]([N:1]5[CH2:6][CH2:5][CH2:4][CH2:3][CH2:2]5)[CH2:10]4)[S:12][C:13]=3[CH:19]=2)[CH:21]=[N:22]1. Reactant: [N:1]1([C@H:7]2[CH2:10][C@H:9]([C:11]3[S:12][C:13]4[CH:19]=[C:18]([C:20]5[CH:21]=[N:22][NH:23][CH:24]=5)[CH:17]=[CH:16][C:14]=4[N:15]=3)[CH2:8]2)[CH2:6][CH2:5][CH2:4][CH2:3][CH2:2]1.[H-].[Na+].I[CH3:28]. (2) Reactant: [Cl:1][CH2:2][CH2:3][CH2:4][O:5][C:6]1[CH:11]=[CH:10][C:9]([C:12]2[S:13][C:14]3[CH2:19][CH:18](C(O)=O)[CH2:17][C:15]=3[N:16]=2)=[CH:8][CH:7]=1.C([N:25]([CH2:28]C)CC)C.C1(P(N=[N+]=[N-])(C2C=CC=CC=2)=[O:37])C=CC=CC=1.[CH2:47]([OH:54])[C:48]1[CH:53]=[CH:52][CH:51]=[CH:50][CH:49]=1. Product: [Cl:1][CH2:2][CH2:3][CH2:4][O:5][C:6]1[CH:7]=[CH:8][C:9]([C:12]2[S:13][C:14]3[CH2:19][CH:18]([NH:25][C:28](=[O:37])[O:54][CH2:47][C:48]4[CH:53]=[CH:52][CH:51]=[CH:50][CH:49]=4)[CH2:17][C:15]=3[N:16]=2)=[CH:10][CH:11]=1. The catalyst class is: 11. (3) Reactant: [H-].[Na+].[CH2:3]([N:10]1[C:18]2[C:13](=[CH:14][CH:15]=[CH:16][CH:17]=2)[C:12]([CH2:19][C:20]#[N:21])=[CH:11]1)[C:4]1[CH:9]=[CH:8][CH:7]=[CH:6][CH:5]=1.Br[CH2:23][CH2:24][CH2:25][CH2:26]Br.O. Product: [CH2:3]([N:10]1[C:18]2[C:13](=[CH:14][CH:15]=[CH:16][CH:17]=2)[C:12]([C:19]2([C:20]#[N:21])[CH2:26][CH2:25][CH2:24][CH2:23]2)=[CH:11]1)[C:4]1[CH:5]=[CH:6][CH:7]=[CH:8][CH:9]=1. The catalyst class is: 81. (4) Reactant: B(Br)(Br)Br.C[O:6][C:7]1[CH:8]=[CH:9][C:10]2[N:11]([C:24](=[O:26])[CH3:25])[C:12]3[C:17]([S:18][C:19]=2[CH:20]=1)=[CH:16][C:15]([N+:21]([O-:23])=[O:22])=[CH:14][CH:13]=3. Product: [OH:6][C:7]1[CH:8]=[CH:9][C:10]2[N:11]([C:24](=[O:26])[CH3:25])[C:12]3[C:17]([S:18][C:19]=2[CH:20]=1)=[CH:16][C:15]([N+:21]([O-:23])=[O:22])=[CH:14][CH:13]=3. The catalyst class is: 4. (5) Reactant: [Cl:1][C:2]1[CH:36]=[CH:35][C:5]([CH2:6][N:7]2[C:12](=[N:13][C:14]3[CH:19]=[CH:18][C:17]([O:20][CH:21]([CH3:23])[CH3:22])=[C:16]([CH3:24])[CH:15]=3)[NH:11][C:10](=[O:25])[N:9]([CH2:26][C@@H:27]([C:30]([O:32]C)=[O:31])[O:28][CH3:29])[C:8]2=[O:34])=[CH:4][CH:3]=1.CO.[OH-].[Li+].C(O)(=O)CC(CC(O)=O)(C(O)=O)O. Product: [Cl:1][C:2]1[CH:3]=[CH:4][C:5]([CH2:6][N:7]2[C:12](=[N:13][C:14]3[CH:19]=[CH:18][C:17]([O:20][CH:21]([CH3:23])[CH3:22])=[C:16]([CH3:24])[CH:15]=3)[NH:11][C:10](=[O:25])[N:9]([CH2:26][C@@H:27]([C:30]([OH:32])=[O:31])[O:28][CH3:29])[C:8]2=[O:34])=[CH:35][CH:36]=1. The catalyst class is: 1.